From a dataset of Reaction yield outcomes from USPTO patents with 853,638 reactions. Predict the reaction yield, written as a fraction of the theoretical maximum amount of product (1.0 means a 100% yield; for example, 0.34 means a 34% yield). (1) The reactants are [N+]([C:4]1[CH:11]=[CH:10][CH:9]=[C:8]([N+:12]([O-:14])=[O:13])[C:5]=1[C:6]#[N:7])([O-])=O.[CH3:15][O:16][C:17]1[CH:24]=[CH:23][CH:22]=[CH:21][C:18]=1[CH2:19][OH:20]. No catalyst specified. The product is [N+:12]([C:8]1[CH:9]=[CH:10][CH:11]=[C:4]([O:20][CH2:19][C:18]2[CH:21]=[CH:22][CH:23]=[CH:24][C:17]=2[O:16][CH3:15])[C:5]=1[C:6]#[N:7])([O-:14])=[O:13]. The yield is 0.580. (2) The reactants are [C:1]([O:5][C:6]([NH:8][C:9]1[CH:14]=[C:13]([CH2:15][C:16](OCC)=[O:17])[CH:12]=[CH:11][N:10]=1)=[O:7])([CH3:4])([CH3:3])[CH3:2].CC(C[AlH]CC(C)C)C.O. The catalyst is C1COCC1. The product is [OH:17][CH2:16][CH2:15][C:13]1[CH:12]=[CH:11][N:10]=[C:9]([NH:8][C:6](=[O:7])[O:5][C:1]([CH3:3])([CH3:2])[CH3:4])[CH:14]=1. The yield is 0.640. (3) The reactants are O[C:2]1[C:7]([C:8]([O:10][CH2:11][CH3:12])=[O:9])=[CH:6][N:5]=[C:4]2[N:13]([CH2:16][C:17]3[CH:22]=[CH:21][C:20]([O:23][CH3:24])=[CH:19][CH:18]=3)[N:14]=[CH:15][C:3]=12.O=P(Cl)(Cl)[Cl:27]. No catalyst specified. The product is [Cl:27][C:2]1[C:7]([C:8]([O:10][CH2:11][CH3:12])=[O:9])=[CH:6][N:5]=[C:4]2[N:13]([CH2:16][C:17]3[CH:22]=[CH:21][C:20]([O:23][CH3:24])=[CH:19][CH:18]=3)[N:14]=[CH:15][C:3]=12. The yield is 0.800. (4) The reactants are [Br:1][CH2:2][C:3]1[CH:11]=[CH:10][C:6]([C:7]([OH:9])=O)=[CH:5][CH:4]=1.S(Cl)(Cl)=O.[NH2:16][C:17]1[S:18][C:19]([N:27]2[CH2:32][CH2:31][O:30][CH2:29][CH2:28]2)=[C:20]([C:22]2[O:23][CH:24]=[CH:25][CH:26]=2)[N:21]=1.C(N(CC)CC)C.C(=O)([O-])[O-].[Na+].[Na+]. The catalyst is C1(C)C=CC=CC=1. The product is [Br:1][CH2:2][C:3]1[CH:4]=[CH:5][C:6]([C:7]([NH:16][C:17]2[S:18][C:19]([N:27]3[CH2:28][CH2:29][O:30][CH2:31][CH2:32]3)=[C:20]([C:22]3[O:23][CH:24]=[CH:25][CH:26]=3)[N:21]=2)=[O:9])=[CH:10][CH:11]=1. The yield is 0.920.